This data is from CYP3A4 inhibition data for predicting drug metabolism from PubChem BioAssay. The task is: Regression/Classification. Given a drug SMILES string, predict its absorption, distribution, metabolism, or excretion properties. Task type varies by dataset: regression for continuous measurements (e.g., permeability, clearance, half-life) or binary classification for categorical outcomes (e.g., BBB penetration, CYP inhibition). Dataset: cyp3a4_veith. (1) The drug is CCN(CC)C(=O)Cn1cc(/C=C(\C#N)C(=O)N2CCN(c3ccccc3)CC2)c2ccccc21. The result is 1 (inhibitor). (2) The molecule is OC(c1ccccc1)(c1ccccc1)C1CCNCC1. The result is 0 (non-inhibitor). (3) The molecule is Cc1cccc(C)c1NC(=O)C(NC=O)c1ccccc1Cl. The result is 1 (inhibitor). (4) The drug is COc1cccc(-c2nc(NCCNC(C)=O)c3ccccc3n2)c1. The result is 1 (inhibitor). (5) The drug is CC(=O)NCCNc1ncncc1-c1ccccc1C(F)(F)F. The result is 1 (inhibitor).